Dataset: Catalyst prediction with 721,799 reactions and 888 catalyst types from USPTO. Task: Predict which catalyst facilitates the given reaction. Reactant: [Si:1]([O:8][CH2:9][C@H:10]1[CH2:14][C@@H:13]([OH:15])[C@H:12]([NH:16][C:17]2[CH:22]=[C:21]([NH:23][C@@H:24]3[C:32]4[C:27](=[CH:28][CH:29]=[CH:30][CH:31]=4)[CH2:26][CH2:25]3)[N:20]=[CH:19][N:18]=2)[CH2:11]1)([C:4]([CH3:7])([CH3:6])[CH3:5])([CH3:3])[CH3:2].N1C=CC=CC=1.[C:39](OC(=O)C)(=[O:41])[CH3:40]. Product: [C:39]([O:15][C@@H:13]1[CH2:14][C@H:10]([CH2:9][O:8][Si:1]([C:4]([CH3:7])([CH3:5])[CH3:6])([CH3:3])[CH3:2])[CH2:11][C@H:12]1[NH:16][C:17]1[CH:22]=[C:21]([NH:23][C@@H:24]2[C:32]3[C:27](=[CH:28][CH:29]=[CH:30][CH:31]=3)[CH2:26][CH2:25]2)[N:20]=[CH:19][N:18]=1)(=[O:41])[CH3:40]. The catalyst class is: 34.